From a dataset of Peptide-MHC class II binding affinity with 134,281 pairs from IEDB. Regression. Given a peptide amino acid sequence and an MHC pseudo amino acid sequence, predict their binding affinity value. This is MHC class II binding data. The peptide sequence is PTSFGYDKP. The MHC is HLA-DQA10501-DQB10201 with pseudo-sequence HLA-DQA10501-DQB10201. The binding affinity (normalized) is 0.297.